Dataset: CYP1A2 inhibition data for predicting drug metabolism from PubChem BioAssay. Task: Regression/Classification. Given a drug SMILES string, predict its absorption, distribution, metabolism, or excretion properties. Task type varies by dataset: regression for continuous measurements (e.g., permeability, clearance, half-life) or binary classification for categorical outcomes (e.g., BBB penetration, CYP inhibition). Dataset: cyp1a2_veith. The drug is CN(C)C(=O)CCc1nc(-c2ccc(C(C)(C)C)cc2)no1. The result is 1 (inhibitor).